From a dataset of Full USPTO retrosynthesis dataset with 1.9M reactions from patents (1976-2016). Predict the reactants needed to synthesize the given product. (1) Given the product [F:1][C:2]1[CH:7]=[CH:6][C:5]([NH:8][C:9]2[C:18]3[C:13](=[CH:14][C:15]([O:38][CH3:39])=[C:16]([O:19][CH2:20][CH2:21][CH2:22][N:23]4[CH2:24][CH:25]5[CH:26]([CH2:28][NH:29][CH2:30]5)[CH2:27]4)[CH:17]=3)[N:12]=[CH:11][N:10]=2)=[CH:4][CH:3]=1, predict the reactants needed to synthesize it. The reactants are: [F:1][C:2]1[CH:7]=[CH:6][C:5]([NH:8][C:9]2[C:18]3[C:13](=[CH:14][C:15]([O:38][CH3:39])=[C:16]([O:19][CH2:20][CH2:21][CH2:22][N:23]4[CH2:27][CH:26]5[CH2:28][N:29](C(OC(C)(C)C)=O)[CH2:30][CH:25]5[CH2:24]4)[CH:17]=3)[N:12]=[CH:11][N:10]=2)=[CH:4][CH:3]=1.Cl. (2) Given the product [Br:1][C:2]1[C:3]([O:15][CH3:16])=[CH:4][C:5]([C:10]2[O:14][C:13]([C:20](=[O:36])[CH:21]([O:34][CH3:35])[C:22]3[CH:23]=[CH:24][C:25]([N:28]4[CH2:29][CH2:30][O:31][CH2:32][CH2:33]4)=[CH:26][CH:27]=3)=[N:12][CH:11]=2)=[CH:6][C:7]=1[O:8][CH3:9], predict the reactants needed to synthesize it. The reactants are: [Br:1][C:2]1[C:7]([O:8][CH3:9])=[CH:6][C:5]([C:10]2[O:14][CH:13]=[N:12][CH:11]=2)=[CH:4][C:3]=1[O:15][CH3:16].CON(C)[C:20](=[O:36])[CH:21]([O:34][CH3:35])[C:22]1[CH:27]=[CH:26][C:25]([N:28]2[CH2:33][CH2:32][O:31][CH2:30][CH2:29]2)=[CH:24][CH:23]=1. (3) Given the product [NH2:26][C:25]1[N:24]=[CH:23][N:22]=[C:21]2[N:17]([CH:15]([C:9]3[C:8]([O:28][CH3:29])=[C:7]([CH:5]4[CH2:4][N:3]([CH2:46][CH2:45][OH:44])[CH2:6]4)[C:12]([F:13])=[C:11]([Cl:14])[CH:10]=3)[CH3:16])[N:18]=[C:19]([CH3:27])[C:20]=12, predict the reactants needed to synthesize it. The reactants are: Cl.Cl.[NH:3]1[CH2:6][CH:5]([C:7]2[C:8]([O:28][CH3:29])=[C:9]([CH:15]([N:17]3[C:21]4=[N:22][CH:23]=[N:24][C:25]([NH2:26])=[C:20]4[C:19]([CH3:27])=[N:18]3)[CH3:16])[CH:10]=[C:11]([Cl:14])[C:12]=2[F:13])[CH2:4]1.C(N(CC)CC)C.[Si]([O:44][CH2:45][CH:46]=O)(C(C)(C)C)(C)C.C(O[BH-](OC(=O)C)OC(=O)C)(=O)C.[Na+].Cl.O. (4) Given the product [NH2:1][C:2]1[C:11]([Cl:12])=[CH:10][C:5]2[N:6]=[C:7]([CH3:9])[O:8][C:4]=2[C:3]=1[Cl:16], predict the reactants needed to synthesize it. The reactants are: [NH2:1][C:2]1[C:11]([Cl:12])=[CH:10][C:5]2[N:6]=[C:7]([CH3:9])[O:8][C:4]=2[CH:3]=1.S(Cl)([Cl:16])(=O)=O.